This data is from TCR-epitope binding with 47,182 pairs between 192 epitopes and 23,139 TCRs. The task is: Binary Classification. Given a T-cell receptor sequence (or CDR3 region) and an epitope sequence, predict whether binding occurs between them. (1) The epitope is FLASKIGRLV. The TCR CDR3 sequence is CASSTRTSGNSYNEQFF. Result: 1 (the TCR binds to the epitope). (2) The TCR CDR3 sequence is CACSRSYGYTF. The epitope is LLALHRSYL. Result: 0 (the TCR does not bind to the epitope).